From a dataset of Forward reaction prediction with 1.9M reactions from USPTO patents (1976-2016). Predict the product of the given reaction. (1) Given the reactants [CH2:1]([N:4]1[C:8]2[CH:9]=[CH:10][CH:11]=[CH:12][C:7]=2[NH:6][CH:5]1[CH2:13][C:14]#[N:15])[CH2:2][CH3:3].[Cl:16][C:17]1[N:22]=[C:21](Cl)[CH:20]=[CH:19][N:18]=1, predict the reaction product. The product is: [Cl:16][C:17]1[N:22]=[C:21]([CH:13]([CH:5]2[N:4]([CH2:1][CH2:2][CH3:3])[C:8]3[CH:9]=[CH:10][CH:11]=[CH:12][C:7]=3[NH:6]2)[C:14]#[N:15])[CH:20]=[CH:19][N:18]=1. (2) Given the reactants [CH2:1]([N:8]1[C:16]2[C:11](=[CH:12][CH:13]=[CH:14][CH:15]=2)[C:10]([O:17][C:18]2[CH:26]=[CH:25][CH:24]=[CH:23][C:19]=2[C:20]([OH:22])=O)=[N:9]1)[C:2]1[CH:7]=[CH:6][CH:5]=[CH:4][CH:3]=1.[NH2:27][CH:28]1[CH2:33][CH2:32][CH:31]([OH:34])[CH2:30][CH2:29]1, predict the reaction product. The product is: [CH2:1]([N:8]1[C:16]2[C:11](=[CH:12][CH:13]=[CH:14][CH:15]=2)[C:10]([O:17][C:18]2[CH:26]=[CH:25][CH:24]=[CH:23][C:19]=2[C:20]([NH:27][CH:28]2[CH2:33][CH2:32][CH:31]([OH:34])[CH2:30][CH2:29]2)=[O:22])=[N:9]1)[C:2]1[CH:3]=[CH:4][CH:5]=[CH:6][CH:7]=1. (3) Given the reactants Br[C:2]1[CH:3]=[C:4]2[C:8](=[CH:9][CH:10]=1)[NH:7][C:6](=[O:11])[C:5]2([CH3:13])[CH3:12].[Cl:14][C:15]1[CH:16]=[C:17](B(O)O)[CH:18]=[CH:19][C:20]=1[F:21].C(=O)([O-])[O-].[K+].[K+].[Cl-].[NH4+], predict the reaction product. The product is: [Cl:14][C:15]1[CH:16]=[C:17]([C:2]2[CH:3]=[C:4]3[C:8](=[CH:9][CH:10]=2)[NH:7][C:6](=[O:11])[C:5]3([CH3:13])[CH3:12])[CH:18]=[CH:19][C:20]=1[F:21]. (4) The product is: [Cl:1][C:2]1[CH:7]=[CH:6][CH:5]=[CH:4][C:3]=1[NH:8][C:9](=[O:23])[NH:10][C:11]1[CH:16]=[CH:15][C:14]([CH2:17][C:18]([N:29]2[CH2:30][C@@H:26]([O:25][CH3:24])[CH2:27][C@H:28]2[CH2:31][O:32][C:33]2[CH:42]=[CH:41][C:36]([C:37]([O:39][CH3:40])=[O:38])=[CH:35][CH:34]=2)=[O:20])=[CH:13][C:12]=1[O:21][CH3:22]. Given the reactants [Cl:1][C:2]1[CH:7]=[CH:6][CH:5]=[CH:4][C:3]=1[NH:8][C:9](=[O:23])[NH:10][C:11]1[CH:16]=[CH:15][C:14]([CH2:17][C:18]([OH:20])=O)=[CH:13][C:12]=1[O:21][CH3:22].[CH3:24][O:25][C@@H:26]1[CH2:30][NH:29][C@H:28]([CH2:31][O:32][C:33]2[CH:42]=[CH:41][C:36]([C:37]([O:39][CH3:40])=[O:38])=[CH:35][CH:34]=2)[CH2:27]1.CCN=C=NCCCN(C)C.Cl.C1C=CC2N(O)N=NC=2C=1.CCN(CC)CC, predict the reaction product. (5) Given the reactants [ClH:1].[CH3:2][O:3][CH2:4][C:5]#[N:6].[CH3:7][CH2:8][OH:9], predict the reaction product. The product is: [ClH:1].[CH2:8]([O:9][C:5](=[NH:6])[CH2:4][O:3][CH3:2])[CH3:7]. (6) Given the reactants C(O[C:4]([C:6]1[C:7]([OH:27])=[C:8]2[C:20]([C:21]3[CH:26]=[CH:25][CH:24]=[CH:23][CH:22]=3)=[N:19][S:18][C:9]2=[C:10]([C:12]2[CH:17]=[CH:16][CH:15]=[CH:14][N:13]=2)[N:11]=1)=[O:5])C.[NH2:28][CH2:29][C:30]([OH:32])=[O:31], predict the reaction product. The product is: [OH:27][C:7]1[C:6]([C:4]([NH:28][CH2:29][C:30]([OH:32])=[O:31])=[O:5])=[N:11][C:10]([C:12]2[CH:17]=[CH:16][CH:15]=[CH:14][N:13]=2)=[C:9]2[S:18][N:19]=[C:20]([C:21]3[CH:22]=[CH:23][CH:24]=[CH:25][CH:26]=3)[C:8]=12. (7) The product is: [Cl:14][C:12]1[CH:11]=[CH:10][C:9]([O:15][CH3:16])=[C:8]([C:6]2[N:5]=[C:4]([NH2:17])[N:3]=[C:2]([NH:25][C:24]3[CH:26]=[CH:27][C:21]([C:20]([F:19])([F:28])[F:29])=[CH:22][CH:23]=3)[CH:7]=2)[CH:13]=1. Given the reactants Cl[C:2]1[CH:7]=[C:6]([C:8]2[CH:13]=[C:12]([Cl:14])[CH:11]=[CH:10][C:9]=2[O:15][CH3:16])[N:5]=[C:4]([NH2:17])[N:3]=1.Cl.[F:19][C:20]([F:29])([F:28])[C:21]1[CH:27]=[CH:26][C:24]([NH2:25])=[CH:23][CH:22]=1, predict the reaction product. (8) Given the reactants Cl[C:2]1[C:3]([NH2:9])=[N:4][CH:5]=[N:6][C:7]=1Cl.[NH2:10][C:11]1[CH:12]=[C:13]([OH:17])[CH:14]=[CH:15][CH:16]=1.[F:18][C:19]1[CH:40]=[CH:39][C:22]([O:23][C:24]2[CH:29]=[CH:28][C:27](B3OC(C)(C)C(C)(C)O3)=[CH:26][N:25]=2)=[CH:21][CH:20]=1.[C:41](Cl)(=[O:44])[CH:42]=[CH2:43], predict the reaction product. The product is: [NH2:9][C:3]1[N:4]=[CH:5][N:6]=[C:7]([O:17][C:13]2[CH:12]=[C:11]([NH:10][C:41](=[O:44])[CH:42]=[CH2:43])[CH:16]=[CH:15][CH:14]=2)[C:2]=1[C:27]1[CH:26]=[N:25][C:24]([O:23][C:22]2[CH:21]=[CH:20][C:19]([F:18])=[CH:40][CH:39]=2)=[CH:29][CH:28]=1.